Task: Predict which catalyst facilitates the given reaction.. Dataset: Catalyst prediction with 721,799 reactions and 888 catalyst types from USPTO (1) Reactant: Br[C:2]1[CH:19]=[CH:18][C:17]([O:20][Si](C(C)(C)C)(C)C)=[CH:16][C:3]=1[CH2:4][N:5]1[C:13](=[O:14])[C:12]2[C:7](=[CH:8][CH:9]=[CH:10][CH:11]=2)[C:6]1=[O:15].C(#N)CC.C1(C)C=CC=CC=1P(C1C=CC=CC=1C)C1C=CC=CC=1C.C(N(C(C)C)CC)(C)C.N#N.[C:65]([O:69][C:70]([CH3:73])([CH3:72])[CH3:71])(=[O:68])[CH:66]=[CH2:67].[F-].C([N+](CCCC)(CCCC)CCCC)CCC. Product: [C:70]([O:69][C:65](=[O:68])[CH:66]=[CH:67][C:2]1[CH:19]=[CH:18][C:17]([OH:20])=[CH:16][C:3]=1[CH2:4][N:5]1[C:13](=[O:14])[C:12]2[C:7](=[CH:8][CH:9]=[CH:10][CH:11]=2)[C:6]1=[O:15])([CH3:73])([CH3:72])[CH3:71]. The catalyst class is: 167. (2) Reactant: [CH2:1]([N:3]([CH3:23])[S:4]([C:7]1[CH:12]=[CH:11][C:10](B2OC(C)(C)C(C)(C)O2)=[CH:9][C:8]=1[CH3:22])(=[O:6])=[O:5])[CH3:2].[NH2:24][C:25]1[C:26]([C:32]2[CH:33]=[C:34]3[C:39](=[CH:40][CH:41]=2)[C:38](=[O:42])[NH:37][CH2:36][CH2:35]3)=[N:27][C:28](Br)=[CH:29][N:30]=1.C([O-])([O-])=O.[Na+].[Na+]. Product: [NH2:24][C:25]1[N:30]=[CH:29][C:28]([C:10]2[CH:11]=[CH:12][C:7]([S:4]([N:3]([CH2:1][CH3:2])[CH3:23])(=[O:5])=[O:6])=[C:8]([CH3:22])[CH:9]=2)=[N:27][C:26]=1[C:32]1[CH:33]=[C:34]2[C:39](=[CH:40][CH:41]=1)[C:38](=[O:42])[NH:37][CH2:36][CH2:35]2. The catalyst class is: 51. (3) Reactant: O=C1CCC(=O)N1O[C:9](=[O:23])[CH2:10][CH2:11][CH2:12][CH2:13][CH:14]1[CH:21]2[CH:17]([NH:18][C:19](=[O:22])[NH:20]2)[CH2:16][S:15]1.Cl.[C:25](=[O:28])(O)[O-:26].[Na+]. Product: [O:22]=[C:19]1[NH:18][CH:17]2[CH2:16][S:15][CH:14]([CH2:13][CH2:12][CH2:11][CH2:10][C:9]([NH:18][CH2:17][CH2:21][CH2:14][CH2:13][CH2:12][C:25]([OH:26])=[O:28])=[O:23])[CH:21]2[NH:20]1. The catalyst class is: 3. (4) Reactant: [CH3:1][C:2]1[S:3][C:4]2[CH:10]=[CH:9][C:8]([N:11]([S:37]([C:40]3[CH:45]=[CH:44][CH:43]=[CH:42][C:41]=3[N+:46]([O-:48])=[O:47])(=[O:39])=[O:38])[CH2:12][CH2:13][C@@H:14]3[CH2:19][N:18]([C:20]([O:22][CH2:23][C:24]4[CH:29]=[CH:28][CH:27]=[CH:26][CH:25]=4)=[O:21])[CH2:17][CH2:16][N:15]3C(OC(C)(C)C)=O)=[CH:7][C:5]=2[N:6]=1.C(OCC)(=O)C.Cl. Product: [CH3:1][C:2]1[S:3][C:4]2[CH:10]=[CH:9][C:8]([N:11]([S:37]([C:40]3[CH:45]=[CH:44][CH:43]=[CH:42][C:41]=3[N+:46]([O-:48])=[O:47])(=[O:38])=[O:39])[CH2:12][CH2:13][C@H:14]3[NH:15][CH2:16][CH2:17][N:18]([C:20]([O:22][CH2:23][C:24]4[CH:29]=[CH:28][CH:27]=[CH:26][CH:25]=4)=[O:21])[CH2:19]3)=[CH:7][C:5]=2[N:6]=1. The catalyst class is: 13. (5) Reactant: [ClH:1].C(OC(=O)[NH:8][CH:9]1[CH2:12][N:11]([C:13]([C:15]2[N:16]=[C:17]3[C:22]([C:23]([F:26])([F:25])[F:24])=[CH:21][C:20]([C:27]4[CH:28]=[N:29][NH:30][CH:31]=4)=[CH:19][N:18]3[C:32]=2[Br:33])=[O:14])[CH2:10]1)(C)(C)C. Product: [ClH:1].[NH2:8][CH:9]1[CH2:12][N:11]([C:13]([C:15]2[N:16]=[C:17]3[C:22]([C:23]([F:26])([F:24])[F:25])=[CH:21][C:20]([C:27]4[CH:28]=[N:29][NH:30][CH:31]=4)=[CH:19][N:18]3[C:32]=2[Br:33])=[O:14])[CH2:10]1. The catalyst class is: 12. (6) Reactant: [Cl:1][C:2]1[CH:7]=[C:6]([Cl:8])[CH:5]=[CH:4][C:3]=1[C:9]1[CH:10]=[CH:11][C:12]([NH2:15])=[N:13][CH:14]=1.[N:16]1([S:22](Cl)(=[O:24])=[O:23])[CH2:21][CH2:20][CH2:19][CH2:18][CH2:17]1. Product: [Cl:1][C:2]1[CH:7]=[C:6]([Cl:8])[CH:5]=[CH:4][C:3]=1[C:9]1[CH:10]=[CH:11][C:12]([NH:15][S:22]([N:16]2[CH2:21][CH2:20][CH2:19][CH2:18][CH2:17]2)(=[O:24])=[O:23])=[N:13][CH:14]=1. The catalyst class is: 17.